Dataset: Forward reaction prediction with 1.9M reactions from USPTO patents (1976-2016). Task: Predict the product of the given reaction. (1) Given the reactants [CH2:1]([N:8]1[CH2:13][CH2:12][CH:11]([NH:14][C:15](=[O:20])[C:16]([F:19])([F:18])[F:17])[CH2:10][CH2:9]1)[C:2]1[CH:7]=[CH:6][CH:5]=[CH:4][CH:3]=1.[H-].[Na+].[CH3:23]I.O, predict the reaction product. The product is: [CH2:1]([N:8]1[CH2:9][CH2:10][CH:11]([N:14]([CH3:23])[C:15](=[O:20])[C:16]([F:19])([F:17])[F:18])[CH2:12][CH2:13]1)[C:2]1[CH:7]=[CH:6][CH:5]=[CH:4][CH:3]=1. (2) Given the reactants C([O:4][CH2:5][C:6]1[C:18]2[C:19](=[O:42])[N:20]([C:23]([C:36]3[CH:41]=[CH:40][CH:39]=[CH:38][CH:37]=3)([C:30]3[CH:35]=[CH:34][CH:33]=[CH:32][CH:31]=3)[C:24]3[CH:29]=[CH:28][CH:27]=[CH:26][CH:25]=3)[C:21](=[O:22])[C:17]=2[C:16]2[C:15]3[CH:14]=[CH:13][CH:12]=[CH:11][C:10]=3[NH:9][C:8]=2[CH:7]=1)(=O)C.C(=O)([O-])[O-].[K+].[K+].C(C1C(=O)C(Cl)=C(Cl)C(=O)C=1C#N)#N, predict the reaction product. The product is: [O:22]=[C:21]1[C:17]2[C:16]3[C:15]4[CH:14]=[CH:13][CH:12]=[CH:11][C:10]=4[NH:9][C:8]=3[CH:7]=[C:6]([CH:5]=[O:4])[C:18]=2[C:19](=[O:42])[N:20]1[C:23]([C:36]1[CH:41]=[CH:40][CH:39]=[CH:38][CH:37]=1)([C:24]1[CH:25]=[CH:26][CH:27]=[CH:28][CH:29]=1)[C:30]1[CH:35]=[CH:34][CH:33]=[CH:32][CH:31]=1. (3) The product is: [CH2:28]([O:30][C:31]([C:33]1[CH:34]=[C:35]([C:2]2[CH:7]=[CH:6][C:5]([CH:8]([CH3:26])[C:9]([OH:14])([C:15]3[CH:16]=[CH:17][C:18]4[O:22][C:21](=[O:23])[N:20]([CH3:24])[C:19]=4[CH:25]=3)[C:10]([F:11])([F:12])[F:13])=[C:4]([Cl:27])[CH:3]=2)[CH:36]=[CH:37][C:38]=1[F:39])=[O:32])[CH3:29]. Given the reactants Br[C:2]1[CH:7]=[CH:6][C:5]([CH:8]([CH3:26])[C:9]([C:15]2[CH:16]=[CH:17][C:18]3[O:22][C:21](=[O:23])[N:20]([CH3:24])[C:19]=3[CH:25]=2)([OH:14])[C:10]([F:13])([F:12])[F:11])=[C:4]([Cl:27])[CH:3]=1.[CH2:28]([O:30][C:31]([C:33]1[CH:34]=[C:35](B(O)O)[CH:36]=[CH:37][C:38]=1[F:39])=[O:32])[CH3:29], predict the reaction product. (4) Given the reactants [CH3:1][N:2]([CH3:41])[CH2:3][CH2:4][N:5]1[CH:9]=[C:8]([C:10]2[CH:15]=[CH:14][C:13]([F:16])=[C:12]([C:17]([F:20])([F:19])[F:18])[CH:11]=2)[N:7]=[C:6]1[CH:21]1[CH2:26][CH2:25][N:24]([C:27]2[N:32]=[CH:31][N:30]=[C:29]([NH2:33])[C:28]=2[C:34]2C=CC(F)=C[CH:35]=2)[CH2:23][CH2:22]1.[CH2:42]([O:44]/C=C/B1OC(C)(C)C(C)(C)O1)[CH3:43], predict the reaction product. The product is: [CH3:1][N:2]([CH3:41])[CH2:3][CH2:4][N:5]1[CH:9]=[C:8]([C:10]2[CH:15]=[CH:14][C:13]([F:16])=[C:12]([C:17]([F:19])([F:18])[F:20])[CH:11]=2)[N:7]=[C:6]1[CH:21]1[CH2:22][CH2:23][N:24]([C:27]2[N:32]=[CH:31][N:30]=[C:29]([NH2:33])[C:28]=2/[CH:34]=[CH:35]/[O:44][CH2:42][CH3:43])[CH2:25][CH2:26]1. (5) Given the reactants Cl.[CH2:2]([NH2:9])[C:3]1[CH:8]=[CH:7][CH:6]=[CH:5][CH:4]=1.C(N(CC)CC)C.[CH3:17][O:18][C:19]1[CH:24]=[CH:23][C:22]([S:25](Cl)(=[O:27])=[O:26])=[CH:21][CH:20]=1, predict the reaction product. The product is: [CH2:2]([NH:9][S:25]([C:22]1[CH:21]=[CH:20][C:19]([O:18][CH3:17])=[CH:24][CH:23]=1)(=[O:27])=[O:26])[C:3]1[CH:8]=[CH:7][CH:6]=[CH:5][CH:4]=1. (6) The product is: [C:9]([C:7]1[CH:6]=[CH:5][N:4]=[C:3]([C:1]2[NH:46][C@@H:44]([CH3:45])[C:43]([C:40]3[CH:41]=[CH:42][C:37]([F:36])=[CH:38][CH:39]=3)([C:48]3[CH:49]=[N:50][C:51]([F:54])=[CH:52][CH:53]=3)[N:2]=2)[CH:8]=1)#[N:10]. Given the reactants [C:1]([C:3]1[CH:8]=[C:7]([C:9]#[N:10])[CH:6]=[CH:5][N:4]=1)#[N:2].FC(F)(F)S([O-])(=O)=O.[Yb+3].FC(F)(F)S([O-])(=O)=O.FC(F)(F)S([O-])(=O)=O.[F:36][C:37]1[CH:42]=[CH:41][C:40]([C:43]([C:48]2[CH:49]=[N:50][C:51]([F:54])=[CH:52][CH:53]=2)(N)[C@@H:44]([NH2:46])[CH3:45])=[CH:39][CH:38]=1, predict the reaction product. (7) Given the reactants CC(C([N:9]1[CH:13]=[C:12](B2OC(C)(C)C(C)(C)O2)[C:11]([C:23]2[CH:28]=[CH:27][C:26]([N+:29]([O-:31])=[O:30])=[CH:25][CH:24]=2)=[N:10]1)C([O-])=O)(C)C.Cl.[C:33](NN)([CH3:36])([CH3:35])[CH3:34], predict the reaction product. The product is: [CH3:34][C:33]([N:10]1[C:11]([C:23]2[CH:24]=[CH:25][C:26]([N+:29]([O-:31])=[O:30])=[CH:27][CH:28]=2)=[CH:12][CH:13]=[N:9]1)([CH3:36])[CH3:35]. (8) Given the reactants C(=O)([O-])[O-].[Cs+].[Cs+].Br[C:8]1[CH:9]=[C:10]([CH:13]=[CH:14][C:15]=1[CH:16]1[NH:21][C:20](=[O:22])[N:19]([C:23]2[CH:28]=[CH:27][CH:26]=[C:25]([C:29]([F:32])([F:31])[F:30])[CH:24]=2)[C:18]2[CH2:33][CH2:34][NH:35][C:36](=[O:37])[C:17]1=2)[C:11]#[N:12].CC1(C)OB([C:44]2[O:48][C:47]([Si](C(C)C)(C(C)C)C(C)C)=[N:46][CH:45]=2)OC1(C)C.FC(F)(F)C(O)=O, predict the reaction product. The product is: [O:22]=[C:20]1[N:19]([C:23]2[CH:28]=[CH:27][CH:26]=[C:25]([C:29]([F:31])([F:32])[F:30])[CH:24]=2)[C:18]2[CH2:33][CH2:34][NH:35][C:36](=[O:37])[C:17]=2[CH:16]([C:15]2[CH:14]=[CH:13][C:10]([C:11]#[N:12])=[CH:9][C:8]=2[C:44]2[O:48][CH:47]=[N:46][CH:45]=2)[NH:21]1. (9) Given the reactants [F:1][C:2]1[CH:7]=[CH:6][C:5]([C:8](=[O:12])[CH2:9][C:10]#[N:11])=[CH:4][CH:3]=1.[Cl:13][C:14]1[CH:19]=[CH:18][C:17]([SH:20])=[CH:16][CH:15]=1.Cl, predict the reaction product. The product is: [ClH:13].[F:1][C:2]1[CH:3]=[CH:4][C:5]([C:8](=[O:12])[CH2:9][C:10]([S:20][C:17]2[CH:18]=[CH:19][C:14]([Cl:13])=[CH:15][CH:16]=2)=[NH:11])=[CH:6][CH:7]=1.